Dataset: NCI-60 drug combinations with 297,098 pairs across 59 cell lines. Task: Regression. Given two drug SMILES strings and cell line genomic features, predict the synergy score measuring deviation from expected non-interaction effect. (1) Drug 1: CCCCCOC(=O)NC1=NC(=O)N(C=C1F)C2C(C(C(O2)C)O)O. Drug 2: CC(C)NC(=O)C1=CC=C(C=C1)CNNC.Cl. Cell line: OVCAR-5. Synergy scores: CSS=-5.06, Synergy_ZIP=7.80, Synergy_Bliss=8.55, Synergy_Loewe=-3.96, Synergy_HSA=-2.55. (2) Drug 1: C1=CN(C(=O)N=C1N)C2C(C(C(O2)CO)O)O.Cl. Drug 2: C1CC(C1)(C(=O)O)C(=O)O.[NH2-].[NH2-].[Pt+2]. Cell line: SNB-75. Synergy scores: CSS=14.9, Synergy_ZIP=-3.75, Synergy_Bliss=-1.05, Synergy_Loewe=5.06, Synergy_HSA=2.20. (3) Drug 1: C1=CN(C=N1)CC(O)(P(=O)(O)O)P(=O)(O)O. Drug 2: CC1CCCC2(C(O2)CC(NC(=O)CC(C(C(=O)C(C1O)C)(C)C)O)C(=CC3=CSC(=N3)C)C)C. Cell line: NCI-H460. Synergy scores: CSS=54.0, Synergy_ZIP=1.26, Synergy_Bliss=0.698, Synergy_Loewe=-27.6, Synergy_HSA=0.386.